This data is from Reaction yield outcomes from USPTO patents with 853,638 reactions. The task is: Predict the reaction yield, written as a fraction of the theoretical maximum amount of product (1.0 means a 100% yield; for example, 0.34 means a 34% yield). (1) The reactants are I[C:2]1[CH:8]=[C:7]([N+:9]([O-:11])=[O:10])[CH:6]=[CH:5][C:3]=1[NH2:4].[C:12]([C:14]1[CH:19]=[CH:18][CH:17]=[CH:16][N:15]=1)#[CH:13]. The catalyst is CN(C=O)C.CCN(CC)CC.O.Cl[Pd](Cl)([P](C1C=CC=CC=1)(C1C=CC=CC=1)C1C=CC=CC=1)[P](C1C=CC=CC=1)(C1C=CC=CC=1)C1C=CC=CC=1.[Cu]I. The product is [N+:9]([C:7]1[CH:6]=[CH:5][C:3]([NH2:4])=[C:2]([C:13]#[C:12][C:14]2[CH:19]=[CH:18][CH:17]=[CH:16][N:15]=2)[CH:8]=1)([O-:11])=[O:10]. The yield is 0.600. (2) The reactants are [CH3:1][O:2][C:3]1[CH:8]=[CH:7][C:6]([N:9]2[CH2:14][CH2:13][N:12]([C:15]3[C:16]([CH3:31])=[C:17]([CH3:30])[C:18]4[O:22][C:21]([CH2:24][C:25](O)=[O:26])([CH3:23])[CH2:20][C:19]=4[C:28]=3[CH3:29])[CH2:11][CH2:10]2)=[CH:5][CH:4]=1.[CH2:32]([NH2:35])[CH2:33][CH3:34].Cl.C(N=C=NCCCN(C)C)C.O.ON1C2C=CC=CC=2N=N1.C(N(CC)CC)C. The catalyst is C(OCC)(=O)C.O.CN(C=O)C. The product is [CH3:1][O:2][C:3]1[CH:8]=[CH:7][C:6]([N:9]2[CH2:14][CH2:13][N:12]([C:15]3[C:16]([CH3:31])=[C:17]([CH3:30])[C:18]4[O:22][C:21]([CH2:24][C:25]([NH:35][CH2:32][CH2:33][CH3:34])=[O:26])([CH3:23])[CH2:20][C:19]=4[C:28]=3[CH3:29])[CH2:11][CH2:10]2)=[CH:5][CH:4]=1. The yield is 0.360. (3) The reactants are [NH2:1][C:2]1[C:7]([CH:8]=O)=[CH:6][CH:5]=[CH:4][N:3]=1.Cl[CH2:11][C:12](=O)[CH3:13].Cl.[OH-:16].[Na+]. No catalyst specified. The product is [CH3:13][C:12]1[C:11]([OH:16])=[CH:8][C:7]2[C:2](=[N:3][CH:4]=[CH:5][CH:6]=2)[N:1]=1. The yield is 0.400. (4) The reactants are Br[CH:2]=[C:3]1[C:9]2[CH:10]=[CH:11][CH:12]=[CH:13][C:8]=2[CH2:7][CH2:6][C:5]2[CH:14]=[CH:15][CH:16]=[CH:17][C:4]1=2.Cl.[NH2:19][C:20]1[CH:21]=[C:22](B(O)O)[CH:23]=[CH:24][C:25]=1[CH3:26]. No catalyst specified. The product is [CH:14]1[C:5]2[CH2:6][CH2:7][C:8]3[CH:13]=[CH:12][CH:11]=[CH:10][C:9]=3[C:3](=[CH:2][C:22]3[CH:23]=[CH:24][C:25]([CH3:26])=[C:20]([NH2:19])[CH:21]=3)[C:4]=2[CH:17]=[CH:16][CH:15]=1. The yield is 0.750. (5) The reactants are [C:1]1([CH:8]=[CH:7][C:5]([OH:6])=[CH:4][CH:3]=1)[OH:2].[OH-].[K+].[Br:11][CH2:12][CH2:13][CH2:14][CH2:15]Br. The catalyst is CO. The product is [Br:11][CH2:12][CH2:13][CH2:14][CH2:15][O:2][C:1]1[CH:8]=[CH:7][C:5]([OH:6])=[CH:4][CH:3]=1. The yield is 0.180. (6) The product is [Br:1][C:2]1[CH:9]=[CH:8][C:5](/[CH:6]=[N:10]/[N:11]([CH3:15])[C:12]([NH2:14])=[O:13])=[CH:4][CH:3]=1. The yield is 0.970. The catalyst is CCO.CCOCC. The reactants are [Br:1][C:2]1[CH:9]=[CH:8][C:5]([CH:6]=O)=[CH:4][CH:3]=1.[NH2:10][N:11]([CH3:15])[C:12]([NH2:14])=[O:13].CC(O)=O.O. (7) The reactants are [N+:1]([C:4]1[CH:16]=[CH:15][C:7]([N:8]([CH2:12][CH:13]=[CH2:14])[CH2:9][CH:10]=[CH2:11])=[CH:6][CH:5]=1)([O-])=O.O.O.[Sn](Cl)Cl. The catalyst is CCO. The product is [CH2:12]([N:8]([CH2:9][CH:10]=[CH2:11])[C:7]1[CH:15]=[CH:16][C:4]([NH2:1])=[CH:5][CH:6]=1)[CH:13]=[CH2:14]. The yield is 0.740. (8) The reactants are Cl[C:2]1[S:3][C:4]2[CH:10]=[C:9]([N+:11]([O-:13])=[O:12])[CH:8]=[CH:7][C:5]=2[N:6]=1.[N:14]1([CH2:19][CH2:20][NH2:21])[CH2:18][CH2:17][CH2:16][CH2:15]1. No catalyst specified. The product is [N+:11]([C:9]1[CH:8]=[CH:7][C:5]2[N:6]=[C:2]([NH:21][CH2:20][CH2:19][N:14]3[CH2:18][CH2:17][CH2:16][CH2:15]3)[S:3][C:4]=2[CH:10]=1)([O-:13])=[O:12]. The yield is 0.206.